From a dataset of Catalyst prediction with 721,799 reactions and 888 catalyst types from USPTO. Predict which catalyst facilitates the given reaction. (1) Reactant: [CH2:1]([C@@:4]1([CH3:30])[CH2:9][C@H:8]([C:10]2[CH:15]=[CH:14][CH:13]=[C:12]([Cl:16])[CH:11]=2)[C@@H:7]([C:17]2[CH:22]=[CH:21][C:20]([Cl:23])=[CH:19][CH:18]=2)[N:6]([C@@H:24]([CH2:27][CH3:28])[CH2:25][OH:26])[C:5]1=[O:29])[CH:2]=[CH2:3].O. Product: [CH2:1]([C@@:4]1([CH3:30])[CH2:9][C@H:8]([C:10]2[CH:15]=[CH:14][CH:13]=[C:12]([Cl:16])[CH:11]=2)[C@@H:7]([C:17]2[CH:18]=[CH:19][C:20]([Cl:23])=[CH:21][CH:22]=2)[N:6]([C@@H:24]([CH2:27][CH3:28])[CH:25]=[O:26])[C:5]1=[O:29])[CH:2]=[CH2:3]. The catalyst class is: 2. (2) Reactant: Br[CH2:2][C:3]([CH:5]1[CH2:7][CH:6]1[C:8]1[N:18]=[C:11]2[C:12]([CH3:17])=[N:13][CH:14]=[C:15]([CH3:16])[N:10]2[N:9]=1)=O.[CH3:19][C:20]1[CH:25]=[CH:24][N:23]=[C:22]([NH2:26])[CH:21]=1.C(=O)(O)[O-].[Na+]. Product: [CH3:16][C:15]1[N:10]2[N:9]=[C:8]([CH:6]3[CH2:7][CH:5]3[C:3]3[N:26]=[C:22]4[CH:21]=[C:20]([CH3:19])[CH:25]=[CH:24][N:23]4[CH:2]=3)[N:18]=[C:11]2[C:12]([CH3:17])=[N:13][CH:14]=1. The catalyst class is: 14. (3) Reactant: [Br:1][C:2]1[C:3](=[O:18])[NH:4][C:5](=[O:17])[N:6]([C:8]([NH:10][CH2:11][CH2:12][CH2:13][CH2:14][CH2:15][CH3:16])=[O:9])[CH:7]=1.Cl[C:20]([O:22][CH2:23][CH:24]([CH3:26])[CH3:25])=[O:21]. Product: [Br:1][C:2]1[C:3](=[O:18])[N:4]([C:20]([O:22][CH2:23][CH:24]([CH3:26])[CH3:25])=[O:21])[C:5](=[O:17])[N:6]([C:8](=[O:9])[NH:10][CH2:11][CH2:12][CH2:13][CH2:14][CH2:15][CH3:16])[CH:7]=1. The catalyst class is: 17. (4) Reactant: [F:1][C:2]([CH3:32])([CH3:31])[CH:3]=[CH:4][C:5]([N:7]1[CH2:12][CH2:11][N:10]([C:13]2[C:22]3[C:17](=[CH:18][C:19]([CH3:23])=[CH:20][CH:21]=3)[N:16]=[C:15]([C:24]3[CH:29]=[CH:28][CH:27]=[CH:26][C:25]=3[OH:30])[N:14]=2)[CH2:9][CH2:8]1)=[O:6].[H][H]. Product: [F:1][C:2]([CH3:32])([CH3:31])[CH2:3][CH2:4][C:5]([N:7]1[CH2:8][CH2:9][N:10]([C:13]2[C:22]3[C:17](=[CH:18][C:19]([CH3:23])=[CH:20][CH:21]=3)[N:16]=[C:15]([C:24]3[CH:29]=[CH:28][CH:27]=[CH:26][C:25]=3[OH:30])[N:14]=2)[CH2:11][CH2:12]1)=[O:6]. The catalyst class is: 19. (5) Reactant: [C:1]([O:9][C@H:10]1[CH2:14][CH2:13][N:12](C(OC(C)(C)C)=O)[CH2:11]1)(=[O:8])[C:2]1[CH:7]=[CH:6][CH:5]=[CH:4][CH:3]=1.C(C(O)=O)(F)(F)F. Product: [NH:12]1[CH2:13][CH2:14][C@H:10]([O:9][C:1](=[O:8])[C:2]2[CH:3]=[CH:4][CH:5]=[CH:6][CH:7]=2)[CH2:11]1. The catalyst class is: 2. (6) The catalyst class is: 221. Product: [O:1]([C:2]1[CH:3]=[C:4]([CH:17]=[CH:18][C:19]=1[O:20][CH3:21])[O:5][C:6]1[C:7]([CH3:16])=[CH:8][C:9]([N+:13]([O-:15])=[O:14])=[CH:10][C:11]=1[CH3:12])[C:22]1[CH:27]=[CH:26][CH:25]=[CH:24][CH:23]=1. Reactant: [OH:1][C:2]1[CH:3]=[C:4]([CH:17]=[CH:18][C:19]=1[O:20][CH3:21])[O:5][C:6]1[C:11]([CH3:12])=[CH:10][C:9]([N+:13]([O-:15])=[O:14])=[CH:8][C:7]=1[CH3:16].[C:22]1(B(O)O)[CH:27]=[CH:26][CH:25]=[CH:24][CH:23]=1.C(OCC)(=O)C. (7) Reactant: [CH3:1][C:2]1[C:3]([NH:17][CH2:18][CH2:19][O:20][C:21]2[CH:26]=[CH:25][CH:24]=[CH:23][CH:22]=2)=[C:4]([NH2:16])[C:5]([O:9][C:10]2[CH:15]=[CH:14][CH:13]=[CH:12][CH:11]=2)=[N:6][C:7]=1[CH3:8].[C:27](OCC)(OCC)(OCC)C.Cl.N1C=CC=CC=1. Product: [CH3:8][C:7]1[N:6]=[C:5]([O:9][C:10]2[CH:11]=[CH:12][CH:13]=[CH:14][CH:15]=2)[C:4]2[N:16]=[CH:27][N:17]([CH2:18][CH2:19][O:20][C:21]3[CH:26]=[CH:25][CH:24]=[CH:23][CH:22]=3)[C:3]=2[C:2]=1[CH3:1]. The catalyst class is: 11.